From a dataset of Retrosynthesis with 50K atom-mapped reactions and 10 reaction types from USPTO. Predict the reactants needed to synthesize the given product. (1) The reactants are: COc1cccc(N2CCNCC2)n1.O=C(NCc1ccc(F)cc1)C1(CCCCBr)c2ccccc2-c2ccccc21. Given the product COc1cccc(N2CCN(CCCCC3(C(=O)NCc4ccc(F)cc4)c4ccccc4-c4ccccc43)CC2)n1, predict the reactants needed to synthesize it. (2) Given the product COc1ccc(Oc2ccc(Br)cc2C(=O)O)c(F)c1F, predict the reactants needed to synthesize it. The reactants are: COc1ccc(O)c(F)c1F.O=C(O)c1cc(Br)ccc1Br. (3) The reactants are: Cc1cc(CO)cc2c1nc(C)n2Cc1ccc(-c2ccccc2)cc1Cl.O=C(O)c1ccnc(Cl)c1. Given the product Cc1cc(COc2cc(C(=O)O)ccn2)cc2c1nc(C)n2Cc1ccc(-c2ccccc2)cc1Cl, predict the reactants needed to synthesize it. (4) Given the product COC(=O)C(C)Nc1ccc(Cn2cc(-c3ccc(Cl)cc3Cl)nc2C=Cc2ccc(Br)cc2)cc1, predict the reactants needed to synthesize it. The reactants are: COC(=O)C(C)Br.Nc1ccc(Cn2cc(-c3ccc(Cl)cc3Cl)nc2/C=C/c2ccc(Br)cc2)cc1. (5) Given the product Cc1nc(S(=O)(=O)n2ccc3c4c(ccc32)OCCN(C(=O)OC(C)(C)C)C4C)cn1C, predict the reactants needed to synthesize it. The reactants are: CC1c2c(ccc3[nH]ccc23)OCCN1C(=O)OC(C)(C)C.Cc1nc(S(=O)(=O)Cl)cn1C.